From a dataset of Forward reaction prediction with 1.9M reactions from USPTO patents (1976-2016). Predict the product of the given reaction. (1) Given the reactants [CH2:1]([O:3][C:4](=[O:23])[CH2:5][N:6]1[C:14]2[C:9](=[C:10]([O:15][Si](C(C)(C)C)(C)C)[CH:11]=[CH:12][CH:13]=2)[CH:8]=[CH:7]1)[CH3:2].[F-].C([N+](CCCC)(CCCC)CCCC)CCC, predict the reaction product. The product is: [CH2:1]([O:3][C:4](=[O:23])[CH2:5][N:6]1[C:14]2[C:9](=[C:10]([OH:15])[CH:11]=[CH:12][CH:13]=2)[CH:8]=[CH:7]1)[CH3:2]. (2) Given the reactants C([O:8][C:9]1[C:17]2[N:16]=[C:15]([CH3:18])[N:14]([CH3:19])[C:13]=2[CH:12]=[C:11]([C:20]([O:22][CH2:23][CH3:24])=[O:21])[CH:10]=1)C1C=CC=CC=1, predict the reaction product. The product is: [OH:8][C:9]1[C:17]2[N:16]=[C:15]([CH3:18])[N:14]([CH3:19])[C:13]=2[CH:12]=[C:11]([C:20]([O:22][CH2:23][CH3:24])=[O:21])[CH:10]=1. (3) Given the reactants [CH3:1][C:2]1[CH:7]=[CH:6][C:5]([C:8]2[C:16]3[O:15][CH:14]([CH2:17][NH2:18])[CH2:13][C:12]=3[CH:11]=[CH:10][CH:9]=2)=[CH:4][CH:3]=1.C(N(C(C)C)CC)(C)C.Cl[C:29]([O:31][CH2:32][C:33]1[CH:38]=[CH:37][CH:36]=[CH:35][CH:34]=1)=[O:30].C(OC(=O)NCC1CC2C=CC=C(C3CCCC3)C=2O1)C1C=CC=CC=1, predict the reaction product. The product is: [CH2:32]([O:31][C:29](=[O:30])[NH:18][CH2:17][CH:14]1[CH2:13][C:12]2[CH:11]=[CH:10][CH:9]=[C:8]([C:5]3[CH:4]=[CH:3][C:2]([CH3:1])=[CH:7][CH:6]=3)[C:16]=2[O:15]1)[C:33]1[CH:38]=[CH:37][CH:36]=[CH:35][CH:34]=1. (4) Given the reactants Cl[CH2:2][C:3]1[CH:8]=[C:7]([N:9]2[CH:13]=[CH:12][CH:11]=[CH:10]2)[CH:6]=[CH:5][N:4]=1.[CH3:14][NH2:15], predict the reaction product. The product is: [CH3:14][NH:15][CH2:2][C:3]1[CH:8]=[C:7]([N:9]2[CH:13]=[CH:12][CH:11]=[CH:10]2)[CH:6]=[CH:5][N:4]=1. (5) The product is: [C:26]([O:1][CH2:2][C@@H:3]([NH:18][C:19]([O:20][C:21]([CH3:24])([CH3:23])[CH3:22])=[O:25])[C@H:4]([C:8]1[CH:13]=[CH:12][C:11]([C:14]([F:17])([F:16])[F:15])=[CH:10][CH:9]=1)/[CH:5]=[CH:6]/[CH3:7])(=[O:31])[C:27]([CH3:30])([CH3:29])[CH3:28]. Given the reactants [OH:1][CH2:2][C@@H:3]([NH:18][C:19](=[O:25])[O:20][C:21]([CH3:24])([CH3:23])[CH3:22])[C@H:4]([C:8]1[CH:13]=[CH:12][C:11]([C:14]([F:17])([F:16])[F:15])=[CH:10][CH:9]=1)/[CH:5]=[CH:6]/[CH3:7].[C:26](Cl)(=[O:31])[C:27]([CH3:30])([CH3:29])[CH3:28], predict the reaction product. (6) Given the reactants Cl[C:2]1[CH:7]=[C:6]([C:8]2[C:9]([CH:29]3[CH2:31][CH2:30]3)=[N:10][C:11]([N:16]3[CH2:21][CH2:20][N:19]([C:22](=[O:27])[CH2:23][CH2:24][O:25][CH3:26])[C@H:18]([CH3:28])[CH2:17]3)=[C:12]([C:14]#[N:15])[CH:13]=2)[CH:5]=[CH:4][N:3]=1.[CH3:32][C:33]([O-])=O.[K+], predict the reaction product. The product is: [CH:29]1([C:9]2[C:8]([C:6]3[CH:5]=[CH:4][N:3]=[C:2]([CH:32]=[CH2:33])[CH:7]=3)=[CH:13][C:12]([C:14]#[N:15])=[C:11]([N:16]3[CH2:21][CH2:20][N:19]([C:22](=[O:27])[CH2:23][CH2:24][O:25][CH3:26])[C@H:18]([CH3:28])[CH2:17]3)[N:10]=2)[CH2:31][CH2:30]1.